From a dataset of Reaction yield outcomes from USPTO patents with 853,638 reactions. Predict the reaction yield, written as a fraction of the theoretical maximum amount of product (1.0 means a 100% yield; for example, 0.34 means a 34% yield). (1) The yield is 0.640. The product is [I:11][C:7]1[CH:8]=[CH:9][C:4]([CH:1]([CH3:3])[CH3:2])=[CH:5][C:6]=1[OH:10]. The reactants are [CH:1]([C:4]1[CH:5]=[C:6]([OH:10])[CH:7]=[CH:8][CH:9]=1)([CH3:3])[CH3:2].[I:11]I. The catalyst is C(O)(=O)C. (2) The reactants are [Cl:1][C:2]1[N:3]=[C:4](Cl)[C:5]2[CH2:11][N:10]([CH3:12])[CH2:9][CH:8]([C:13]3[CH:18]=[CH:17][C:16]([F:19])=[CH:15][CH:14]=3)[C:6]=2[N:7]=1.[CH3:21][NH:22][CH2:23][CH:24]=[CH2:25].O. The catalyst is CN1C(=O)CCC1. The product is [CH2:23]([N:22]([CH3:21])[C:4]1[C:5]2[CH2:11][N:10]([CH3:12])[CH2:9][CH:8]([C:13]3[CH:18]=[CH:17][C:16]([F:19])=[CH:15][CH:14]=3)[C:6]=2[N:7]=[C:2]([Cl:1])[N:3]=1)[CH:24]=[CH2:25]. The yield is 1.00. (3) The reactants are [CH:1]1([O:7][C:8]2[N:13]=[C:12]([NH:14]CC3C=CC(OC)=CC=3)[CH:11]=[CH:10][CH:9]=2)[CH2:6][CH2:5][CH2:4][CH2:3][CH2:2]1. The catalyst is FC(F)(F)C(O)=O.ClCCl. The product is [CH:1]1([O:7][C:8]2[N:13]=[C:12]([NH2:14])[CH:11]=[CH:10][CH:9]=2)[CH2:2][CH2:3][CH2:4][CH2:5][CH2:6]1. The yield is 0.970. (4) The reactants are Br[C:2]1[CH:3]=[N:4][CH:5]=[C:6]([CH3:8])[CH:7]=1.[C:9]1([CH2:15][SH:16])[CH:14]=[CH:13][CH:12]=[CH:11][CH:10]=1.C(N(CC)C(C)C)(C)C. The catalyst is C1(C)C=CC=CC=1.C1C=CC(/C=C/C(/C=C/C2C=CC=CC=2)=O)=CC=1.C1C=CC(/C=C/C(/C=C/C2C=CC=CC=2)=O)=CC=1.C1C=CC(/C=C/C(/C=C/C2C=CC=CC=2)=O)=CC=1.[Pd].[Pd].C1(P(C2C=CC=CC=2)C2C3OC4C(=CC=CC=4P(C4C=CC=CC=4)C4C=CC=CC=4)C(C)(C)C=3C=CC=2)C=CC=CC=1. The product is [CH2:15]([S:16][C:2]1[CH:3]=[N:4][CH:5]=[C:6]([CH3:8])[CH:7]=1)[C:9]1[CH:14]=[CH:13][CH:12]=[CH:11][CH:10]=1. The yield is 0.950. (5) The reactants are [CH3:1][C:2]1[NH:10][C:9]2[C:4](=[N:5][CH:6]=[CH:7][CH:8]=2)[CH:3]=1.[Cl:11][C:12]1[CH:19]=[CH:18][C:15]([CH2:16]Cl)=[CH:14][CH:13]=1.[OH-].[K+]. The catalyst is CS(C)=O.O. The product is [Cl:11][C:12]1[CH:19]=[CH:18][C:15]([CH2:16][N:10]2[C:9]3[C:4](=[N:5][CH:6]=[CH:7][CH:8]=3)[CH:3]=[C:2]2[CH3:1])=[CH:14][CH:13]=1. The yield is 0.440. (6) The catalyst is ClCCl. The product is [BrH:20].[OH:2][C:3]1[C:8]([NH2:9])=[CH:7][CH:6]=[CH:5][C:4]=1[C:10]1[O:14][C:13]([CH3:15])=[C:12]([C:16]([OH:18])=[O:17])[CH:11]=1. The yield is 0.460. The reactants are C[O:2][C:3]1[C:8]([NH2:9])=[CH:7][CH:6]=[CH:5][C:4]=1[C:10]1[O:14][C:13]([CH3:15])=[C:12]([C:16]([OH:18])=[O:17])[CH:11]=1.B(Br)(Br)[Br:20]. (7) The reactants are Cl[C:2]1[N:7]=[CH:6][C:5]([S:8]([C:11]2[N:15]([C:16]3[CH:21]=[C:20]([F:22])[CH:19]=[CH:18][C:17]=3[CH3:23])[N:14]=[C:13]([CH2:24][N:25]([CH3:33])[C:26](=[O:32])[O:27][C:28]([CH3:31])([CH3:30])[CH3:29])[CH:12]=2)(=[O:10])=[O:9])=[CH:4][CH:3]=1.[C:34](=O)([O-])[O-].[K+].[K+].CB(O)O. The catalyst is C1(OC)CCCC1. The product is [CH3:34][C:2]1[N:7]=[CH:6][C:5]([S:8]([C:11]2[N:15]([C:16]3[CH:21]=[C:20]([F:22])[CH:19]=[CH:18][C:17]=3[CH3:23])[N:14]=[C:13]([CH2:24][N:25]([CH3:33])[C:26](=[O:32])[O:27][C:28]([CH3:30])([CH3:29])[CH3:31])[CH:12]=2)(=[O:9])=[O:10])=[CH:4][CH:3]=1. The yield is 0.290. (8) The reactants are [NH2:1][C:2]1[CH:3]=[C:4]([CH:10]=[CH:11][C:12]=1[F:13])[C:5]([O:7][CH2:8][CH3:9])=[O:6].N1C=CC=CC=1.[F:20][C:21]1[CH:26]=[CH:25][CH:24]=[C:23]([F:27])[C:22]=1[S:28](Cl)(=[O:30])=[O:29]. The catalyst is C(Cl)Cl. The product is [F:20][C:21]1[CH:26]=[CH:25][CH:24]=[C:23]([F:27])[C:22]=1[S:28]([NH:1][C:2]1[CH:3]=[C:4]([CH:10]=[CH:11][C:12]=1[F:13])[C:5]([O:7][CH2:8][CH3:9])=[O:6])(=[O:30])=[O:29]. The yield is 0.660.